Dataset: Full USPTO retrosynthesis dataset with 1.9M reactions from patents (1976-2016). Task: Predict the reactants needed to synthesize the given product. (1) Given the product [Br:21][C:16]1[CH:15]=[CH:14][C:13]2[C:18](=[CH:19][CH:20]=[C:11]([C:1]3[CH:6]=[CH:5][CH:4]=[CH:3][CH:2]=3)[CH:12]=2)[CH:17]=1, predict the reactants needed to synthesize it. The reactants are: [C:1]1(B(O)O)[CH:6]=[CH:5][CH:4]=[CH:3][CH:2]=1.Br[C:11]1[CH:20]=[CH:19][C:18]2[C:13](=[CH:14][CH:15]=[C:16]([Br:21])[CH:17]=2)[CH:12]=1.C(COC)OC.C(=O)([O-])[O-].[Na+].[Na+]. (2) Given the product [C:13]([S:15][CH2:3][C:4]1[CH:9]=[CH:8][CH:7]=[CH:6][N:5]=1)(=[S:14])[O:12][CH2:10][CH3:11], predict the reactants needed to synthesize it. The reactants are: Br.Br[CH2:3][C:4]1[CH:9]=[CH:8][CH:7]=[CH:6][N:5]=1.[CH2:10]([O:12][C:13](=[S:15])[SH:14])[CH3:11].[K].O=O.[OH-].[Na+].